Task: Predict the reaction yield, written as a fraction of the theoretical maximum amount of product (1.0 means a 100% yield; for example, 0.34 means a 34% yield).. Dataset: Reaction yield outcomes from USPTO patents with 853,638 reactions (1) The reactants are [CH3:1][C:2]1[S:6][C:5]2[NH:7][C:8]3[CH:9]=[CH:10][CH:11]=[CH:12][C:13]=3[N:14]=[C:15]([N:16]3[CH2:21][CH2:20][N:19]([CH3:22])[CH2:18][CH2:17]3)[C:4]=2[CH:3]=1.[ClH:23]. The catalyst is O1CCCC1.O1CCOCC1. The product is [ClH:23].[ClH:23].[CH3:1][C:2]1[S:6][C:5]2[NH:7][C:8]3[CH:9]=[CH:10][CH:11]=[CH:12][C:13]=3[N:14]=[C:15]([N:16]3[CH2:21][CH2:20][N:19]([CH3:22])[CH2:18][CH2:17]3)[C:4]=2[CH:3]=1. The yield is 0.970. (2) The reactants are CCN(C(C)C)C(C)C.[N:10]1([CH2:16][C:17]2[CH:18]=[C:19]([O:31][CH3:32])[CH:20]=[C:21]3[C:26]=2[O:25][C:24](=[O:27])[C:23]([C:28](O)=[O:29])=[CH:22]3)[CH2:15][CH2:14][O:13][CH2:12][CH2:11]1.CN(C(ON1N=NC2C=CC=NC1=2)=[N+](C)C)C.F[P-](F)(F)(F)(F)F.[N:57]1[C:58]([C:66]2[CH:67]=[C:68]([NH2:72])[CH:69]=[CH:70][CH:71]=2)=[CH:59][N:60]2[CH:65]=[CH:64][CH:63]=[CH:62][C:61]=12. The catalyst is CN(C)C=O. The product is [N:57]1[C:58]([C:66]2[CH:67]=[C:68]([NH:72][C:28]([C:23]3[C:24](=[O:27])[O:25][C:26]4[C:21]([CH:22]=3)=[CH:20][C:19]([O:31][CH3:32])=[CH:18][C:17]=4[CH2:16][N:10]3[CH2:15][CH2:14][O:13][CH2:12][CH2:11]3)=[O:29])[CH:69]=[CH:70][CH:71]=2)=[CH:59][N:60]2[CH:65]=[CH:64][CH:63]=[CH:62][C:61]=12. The yield is 0.590. (3) The reactants are [Cl:1][C:2]1[CH:7]=[CH:6][C:5]([N:8]2[CH:12]=[N:11][N:10]=[CH:9]2)=[C:4](I)[CH:3]=1.C(N(CCCC)CCCC)CCC.[C:27]([O:31][C:32]([CH3:35])([CH3:34])[CH3:33])(=[O:30])[CH:28]=[CH2:29]. The catalyst is CN(C=O)C.[Pd].C([O-])(=O)C.[Pd+2].C([O-])(=O)C. The product is [Cl:1][C:2]1[CH:7]=[CH:6][C:5]([N:8]2[CH:12]=[N:11][N:10]=[CH:9]2)=[C:4](/[CH:29]=[CH:28]/[C:27]([O:31][C:32]([CH3:35])([CH3:34])[CH3:33])=[O:30])[CH:3]=1. The yield is 0.250. (4) The reactants are [NH2:1][C:2](=[O:44])[CH2:3][C:4]1[CH:43]=[CH:42][CH:41]=[CH:40][C:5]=1[CH2:6][CH2:7][C:8]1[C:13]([C:14]([F:17])([F:16])[F:15])=[CH:12][N:11]=[C:10]([NH:18][C:19]2[CH:24]=[CH:23][C:22]([N:25]3[CH2:30][CH2:29][N:28](C(OC(C)(C)C)=O)[CH2:27][CH2:26]3)=[CH:21][C:20]=2[O:38][CH3:39])[N:9]=1.FC(F)(F)C(O)=O. The catalyst is ClCCl.C(Cl)(Cl)Cl.CC(O)C.[OH-].[Na+]. The product is [CH3:39][O:38][C:20]1[CH:21]=[C:22]([N:25]2[CH2:30][CH2:29][NH:28][CH2:27][CH2:26]2)[CH:23]=[CH:24][C:19]=1[NH:18][C:10]1[N:9]=[C:8]([CH2:7][CH2:6][C:5]2[CH:40]=[CH:41][CH:42]=[CH:43][C:4]=2[CH2:3][C:2]([NH2:1])=[O:44])[C:13]([C:14]([F:16])([F:17])[F:15])=[CH:12][N:11]=1. The yield is 0.990. (5) The reactants are COC[O:4][C:5]1[CH:6]=[CH:7][C:8]2[N:12]=[CH:11][N:10]([C:13]3[S:17][C:16]([C:18]([O:20][CH3:21])=[O:19])=[C:15]([O:22][C@@H:23]([C:25]4[CH:30]=[CH:29][CH:28]=[CH:27][C:26]=4[C:31]([F:34])([F:33])[F:32])[CH3:24])[CH:14]=3)[C:9]=2[CH:35]=1.Cl.C([O-])(O)=O.[Na+]. The catalyst is O.C(Cl)Cl.C1COCC1.CO. The product is [OH:4][C:5]1[CH:6]=[CH:7][C:8]2[N:12]=[CH:11][N:10]([C:13]3[S:17][C:16]([C:18]([O:20][CH3:21])=[O:19])=[C:15]([O:22][C@@H:23]([C:25]4[CH:30]=[CH:29][CH:28]=[CH:27][C:26]=4[C:31]([F:32])([F:34])[F:33])[CH3:24])[CH:14]=3)[C:9]=2[CH:35]=1. The yield is 0.920.